This data is from Forward reaction prediction with 1.9M reactions from USPTO patents (1976-2016). The task is: Predict the product of the given reaction. (1) Given the reactants [CH2:1]([C:3]1[N:8]=[C:7]2[NH:9][N:10]=[CH:11][C:6]2=[C:5]([NH2:12])[N:4]=1)[CH3:2].C(=O)([O-])[O-].[K+].[K+].CN[CH:21]1[CH2:26][CH2:25][CH2:24][CH2:23][CH:22]1NC.IC1C=CC=CC=1, predict the reaction product. The product is: [CH2:1]([C:3]1[N:8]=[C:7]2[N:9]([C:21]3[CH:26]=[CH:25][CH:24]=[CH:23][CH:22]=3)[N:10]=[CH:11][C:6]2=[C:5]([NH2:12])[N:4]=1)[CH3:2]. (2) Given the reactants Cl[S:2]([N:5]=[C:6]=[O:7])(=[O:4])=[O:3].[F:8][C:9]1[CH:22]=[CH:21][CH:20]=[C:19]([F:23])[C:10]=1[CH2:11][NH:12][C:13]1[CH:18]=[CH:17][CH:16]=[CH:15][CH:14]=1.[Cl-].[Al+3].[Cl-].[Cl-], predict the reaction product. The product is: [F:8][C:9]1[CH:22]=[CH:21][CH:20]=[C:19]([F:23])[C:10]=1[CH2:11][N:12]1[C:13]2[CH:14]=[CH:15][CH:16]=[CH:17][C:18]=2[S:2](=[O:4])(=[O:3])[NH:5][C:6]1=[O:7]. (3) Given the reactants FC(F)(F)C(O)=O.[Cl:8][C:9]1[CH:14]=[CH:13][C:12]([O:15][CH2:16][CH3:17])=[CH:11][C:10]=1[C:18]1[CH:19]=[CH:20][C:21]([C:41]([O:43][CH3:44])=[O:42])=[N:22][C:23]=1[C:24]1[CH:29]=[CH:28][C:27]([Cl:30])=[C:26]([O:31]CC2C=CC(OC)=CC=2)[CH:25]=1, predict the reaction product. The product is: [Cl:8][C:9]1[CH:14]=[CH:13][C:12]([O:15][CH2:16][CH3:17])=[CH:11][C:10]=1[C:18]1[CH:19]=[CH:20][C:21]([C:41]([O:43][CH3:44])=[O:42])=[N:22][C:23]=1[C:24]1[CH:29]=[CH:28][C:27]([Cl:30])=[C:26]([OH:31])[CH:25]=1. (4) The product is: [NH2:21][C:17]1[CH:16]=[CH:15][CH:14]=[C:13]2[C:18]=1[C:19](=[O:20])[N:11]([CH:6]1[CH2:7][CH2:8][C:9](=[O:10])[N:4]([CH2:3][CH2:2][OH:1])[C:5]1=[O:25])[C:12]2=[O:24]. Given the reactants [OH:1][CH2:2][CH2:3][N:4]1[C:9](=[O:10])[CH2:8][CH2:7][CH:6]([N:11]2[C:19](=[O:20])[C:18]3[C:13](=[CH:14][CH:15]=[CH:16][C:17]=3[N+:21]([O-])=O)[C:12]2=[O:24])[C:5]1=[O:25].[H][H], predict the reaction product. (5) Given the reactants [CH3:1][C:2]1[CH:3]=[C:4]([OH:9])[CH:5]=[C:6]([CH3:8])[CH:7]=1.Cl[C:11]1[CH:16]=[CH:15][CH:14]=[CH:13][CH:12]=1, predict the reaction product. The product is: [CH3:8][C:6]1[CH:5]=[C:4]([O:9][C:11]2[CH:16]=[CH:15][CH:14]=[CH:13][CH:12]=2)[CH:3]=[C:2]([CH3:1])[CH:7]=1. (6) Given the reactants [C:1](OC(=O)C)(=[O:3])[CH3:2].[NH2:8][C:9]1[CH:13]=[CH:12][S:11][C:10]=1[C:14]([O:16][CH3:17])=[O:15], predict the reaction product. The product is: [C:1]([NH:8][C:9]1[CH:13]=[CH:12][S:11][C:10]=1[C:14]([O:16][CH3:17])=[O:15])(=[O:3])[CH3:2].